From a dataset of Reaction yield outcomes from USPTO patents with 853,638 reactions. Predict the reaction yield, written as a fraction of the theoretical maximum amount of product (1.0 means a 100% yield; for example, 0.34 means a 34% yield). (1) The reactants are [Br:1][C:2]1[CH:9]=[C:8]([F:10])[CH:7]=[C:6](F)[C:3]=1[C:4]#[N:5].O.[NH2:13][NH2:14]. The catalyst is C(O)C. The product is [Br:1][C:2]1[CH:9]=[C:8]([F:10])[CH:7]=[C:6]2[C:3]=1[C:4]([NH2:5])=[N:13][NH:14]2. The yield is 0.200. (2) The reactants are [H-].[Na+].[Br:3][C:4]1[CH:5]=[C:6]2[C:12]([C:13]([O:15][CH3:16])=[O:14])=[N:11][NH:10][C:7]2=[N:8][CH:9]=1.[C:17]1([CH3:27])[CH:22]=[CH:21][C:20]([S:23](Cl)(=[O:25])=[O:24])=[CH:19][CH:18]=1.O. The catalyst is CN(C)C=O. The product is [Br:3][C:4]1[CH:5]=[C:6]2[C:12]([C:13]([O:15][CH3:16])=[O:14])=[N:11][N:10]([S:23]([C:20]3[CH:21]=[CH:22][C:17]([CH3:27])=[CH:18][CH:19]=3)(=[O:25])=[O:24])[C:7]2=[N:8][CH:9]=1. The yield is 1.00. (3) The reactants are C([C:3]1[CH:8]=[CH:7][C:6]([S:9]([F:14])([F:13])([F:12])([F:11])[F:10])=[CH:5][C:4]=1C)#N.[OH-:16].[Na+].[CH2:18]([OH:21])[CH2:19]O. The product is [CH3:3][C:4]1[CH:5]=[C:6]([S:9]([F:14])([F:13])([F:12])([F:11])[F:10])[CH:7]=[CH:8][C:19]=1[C:18]([OH:21])=[O:16]. The yield is 0.930. The catalyst is O. (4) The reactants are [C:1]([N:4]1[C:13]2[C:8](=[CH:9][C:10]([C:14]([O:16]CC)=[O:15])=[CH:11][CH:12]=2)[C:7](=O)[CH2:6][C@@H:5]1[CH3:20])(=[O:3])[CH3:2].[O:21]1[CH2:26][CH2:25][N:24]([C:27]2[CH:28]=[C:29]([CH:31]=[CH:32][CH:33]=2)[NH2:30])[CH2:23][CH2:22]1. No catalyst specified. The product is [C:1]([N:4]1[C:13]2[C:8](=[CH:9][C:10]([C:14]([OH:16])=[O:15])=[CH:11][CH:12]=2)[C@H:7]([NH:30][C:29]2[CH:31]=[CH:32][CH:33]=[C:27]([N:24]3[CH2:25][CH2:26][O:21][CH2:22][CH2:23]3)[CH:28]=2)[CH2:6][C@@H:5]1[CH3:20])(=[O:3])[CH3:2]. The yield is 0.320. (5) The reactants are [C:1]1([CH:7]([CH2:10][CH2:11][CH2:12][CH2:13][CH3:14])[C:8]#[N:9])[CH:6]=[CH:5][CH:4]=[CH:3][CH:2]=1.[H-].[Na+].[CH2:17]=[O:18]. The catalyst is CN(C=O)C. The product is [OH:18][CH2:17][C:7]([C:1]1[CH:6]=[CH:5][CH:4]=[CH:3][CH:2]=1)([CH2:10][CH2:11][CH2:12][CH2:13][CH3:14])[C:8]#[N:9]. The yield is 0.710. (6) The reactants are [SH:1][C:2]1[NH:3][C:4]2[CH:10]=[C:9](C)[CH:8]=[CH:7][C:5]=2[N:6]=1.Br[CH2:13][C:14](=[O:20])[C:15]([O:17][CH2:18][CH3:19])=[O:16].[CH3:21][OH:22]. The catalyst is CC(C)=O. The product is [CH2:18]([O:17][C:15](=[O:16])[C:14](=[O:20])[CH2:13][S:1][C:2]1[NH:6][C:5]2[CH:7]=[CH:8][C:9]([O:22][CH3:21])=[CH:10][C:4]=2[N:3]=1)[CH3:19]. The yield is 0.880. (7) The reactants are [N+](C1C=CC=CC=1)([O-])=O.[Cl-].[Al+3].[Cl-].[Cl-].[CH3:14][O:15][C:16]1[CH:24]=[CH:23][C:19]([C:20](Cl)=[O:21])=[CH:18][CH:17]=1.O[C:26]([C:29]1[NH:30][C:31]2[C:36]([CH:37]=1)=[CH:35][CH:34]=[C:33]([C:38]#[N:39])[CH:32]=2)([CH3:28])[CH3:27]. The catalyst is O. The product is [CH3:14][O:15][C:16]1[CH:24]=[CH:23][C:19]2[C:20](=[O:21])[C:37]3[C:36]4[C:31](=[CH:32][C:33]([C:38]#[N:39])=[CH:34][CH:35]=4)[NH:30][C:29]=3[C:26]([CH3:28])([CH3:27])[C:18]=2[CH:17]=1. The yield is 0.400.